Predict the product of the given reaction. From a dataset of Forward reaction prediction with 1.9M reactions from USPTO patents (1976-2016). (1) Given the reactants [CH:1]1[C:11]2[CH2:10][CH2:9][C:8]3[CH:12]=[CH:13][CH:14]=[CH:15][C:7]=3[C:6](=[CH:16][C:17]3[CH:22]=[CH:21][C:20]([NH2:23])=[CH:19][CH:18]=3)[C:5]=2[CH:4]=[CH:3][CH:2]=1.[CH2:24]([S:28](Cl)(=[O:30])=[O:29])[CH2:25][CH2:26][CH3:27], predict the reaction product. The product is: [CH:1]1[C:11]2[CH2:10][CH2:9][C:8]3[CH:12]=[CH:13][CH:14]=[CH:15][C:7]=3[C:6](=[CH:16][C:17]3[CH:22]=[CH:21][C:20]([NH:23][S:28]([CH2:24][CH2:25][CH2:26][CH3:27])(=[O:30])=[O:29])=[CH:19][CH:18]=3)[C:5]=2[CH:4]=[CH:3][CH:2]=1. (2) Given the reactants [NH2:1][C:2]1[CH:3]=[CH:4][C:5]([Cl:11])=[C:6]([CH:10]=1)[C:7]([OH:9])=[O:8].[F:12][C:13]1[CH:21]=[CH:20][C:19]([C:22]([F:25])([F:24])[F:23])=[CH:18][C:14]=1[C:15](Cl)=[O:16], predict the reaction product. The product is: [Cl:11][C:5]1[CH:4]=[CH:3][C:2]([NH:1][C:15](=[O:16])[C:14]2[CH:18]=[C:19]([C:22]([F:23])([F:24])[F:25])[CH:20]=[CH:21][C:13]=2[F:12])=[CH:10][C:6]=1[C:7]([OH:9])=[O:8].